Predict the reactants needed to synthesize the given product. From a dataset of Full USPTO retrosynthesis dataset with 1.9M reactions from patents (1976-2016). (1) Given the product [CH3:17][CH:16]([C:23]1([C:22]2[N:21]([CH2:24][O:25][CH2:26][CH2:27][Si:28]([CH3:29])([CH3:30])[CH3:31])[C:17]3=[N:18][CH:19]=[CH:20][CH:15]=[C:16]3[CH:23]=2)[CH2:40][NH:38][N:21]=[CH:22]1)[CH2:15][CH2:20][C:35]1[CH:36]=[N:32][NH:33][CH:34]=1, predict the reactants needed to synthesize it. The reactants are: CS(OCCC(N1C=C([C:15]2[CH:20]=[CH:19][N:18]=[C:17]3[N:21]([CH2:24][O:25][CH2:26][CH2:27][Si:28]([CH3:31])([CH3:30])[CH3:29])[CH:22]=[CH:23][C:16]=23)C=N1)C)(=O)=O.[NH:32]1[CH:36]=[CH:35][CH:34]=[N:33]1.C[N:38]([CH:40]=O)C.[H-].[Na+]. (2) Given the product [Cl:22][C:19]1[CH:20]=[CH:21][C:16]([C:13]([C:10]2[N:9]([C:25]3[CH:30]=[CH:29][C:28]([F:31])=[CH:27][CH:26]=3)[C:8]([S:7][CH2:6][C:5]3[C:32]([F:34])=[CH:33][C:2]([C:38]#[C:37][CH2:36][OH:39])=[CH:3][C:4]=3[F:35])=[N:12][CH:11]=2)([CH3:15])[CH3:14])=[CH:17][C:18]=1[O:23][CH3:24], predict the reactants needed to synthesize it. The reactants are: Br[C:2]1[CH:33]=[C:32]([F:34])[C:5]([CH2:6][S:7][C:8]2[N:9]([C:25]3[CH:30]=[CH:29][C:28]([F:31])=[CH:27][CH:26]=3)[C:10]([C:13]([C:16]3[CH:21]=[CH:20][C:19]([Cl:22])=[C:18]([O:23][CH3:24])[CH:17]=3)([CH3:15])[CH3:14])=[CH:11][N:12]=2)=[C:4]([F:35])[CH:3]=1.[CH2:36]([OH:39])[C:37]#[CH:38].N1CCCC1. (3) The reactants are: [NH2:1][C:2]1[CH:7]=[CH:6][CH:5]=[CH:4][C:3]=1[NH:8][CH2:9][C@H:10]1[CH2:15][CH2:14][CH2:13][N:12]([C:16]([O:18][C:19]([CH3:22])([CH3:21])[CH3:20])=[O:17])[CH2:11]1.[Cl:23][CH2:24][C:25](OC)(OC)OC.C1(C)C=CC(S(O)(=O)=O)=CC=1. Given the product [Cl:23][CH2:24][C:25]1[N:8]([CH2:9][C@H:10]2[CH2:15][CH2:14][CH2:13][N:12]([C:16]([O:18][C:19]([CH3:22])([CH3:21])[CH3:20])=[O:17])[CH2:11]2)[C:3]2[CH:4]=[CH:5][CH:6]=[CH:7][C:2]=2[N:1]=1, predict the reactants needed to synthesize it. (4) Given the product [CH:29]([O:32][C:33]1[CH:41]=[CH:40][C:36]([C:37]([NH:16][NH:15][C:13](=[O:14])[C:12]2[CH:17]=[C:18]([CH3:19])[C:9]([O:8][CH2:1][C:2]3[CH:3]=[CH:4][CH:5]=[CH:6][CH:7]=3)=[C:10]([CH2:20][CH3:21])[CH:11]=2)=[O:38])=[CH:35][C:34]=1[CH3:42])([CH3:31])[CH3:30], predict the reactants needed to synthesize it. The reactants are: [CH2:1]([O:8][C:9]1[C:18]([CH3:19])=[CH:17][C:12]([C:13]([NH:15][NH2:16])=[O:14])=[CH:11][C:10]=1[CH2:20][CH3:21])[C:2]1[CH:7]=[CH:6][CH:5]=[CH:4][CH:3]=1.C(N(CC)CC)C.[CH:29]([O:32][C:33]1[CH:41]=[CH:40][C:36]([C:37](Cl)=[O:38])=[CH:35][C:34]=1[CH3:42])([CH3:31])[CH3:30]. (5) Given the product [Si:1]([O:18][CH2:19][C:20]1[CH:21]=[C:22]([O:36][CH:38]([F:45])[F:44])[C:23](=[O:35])[N:24]([CH2:26][C:27]2[CH:28]=[CH:29][C:30]([O:33][CH3:34])=[CH:31][CH:32]=2)[N:25]=1)([C:14]([CH3:15])([CH3:16])[CH3:17])([C:2]1[CH:7]=[CH:6][CH:5]=[CH:4][CH:3]=1)[C:8]1[CH:9]=[CH:10][CH:11]=[CH:12][CH:13]=1, predict the reactants needed to synthesize it. The reactants are: [Si:1]([O:18][CH2:19][C:20]1[CH:21]=[C:22]([OH:36])[C:23](=[O:35])[N:24]([CH2:26][C:27]2[CH:32]=[CH:31][C:30]([O:33][CH3:34])=[CH:29][CH:28]=2)[N:25]=1)([C:14]([CH3:17])([CH3:16])[CH3:15])([C:8]1[CH:13]=[CH:12][CH:11]=[CH:10][CH:9]=1)[C:2]1[CH:7]=[CH:6][CH:5]=[CH:4][CH:3]=1.Br[C:38]([F:45])([F:44])C(OCC)=O.C(=O)([O-])[O-].[K+].[K+].